Dataset: Catalyst prediction with 721,799 reactions and 888 catalyst types from USPTO. Task: Predict which catalyst facilitates the given reaction. Product: [CH2:21]([C:20]([C:16]1[CH:15]=[C:14]([CH3:40])[C:13]([C:10]2[CH:11]=[CH:12][C:7]([CH2:6][C:5]([OH:41])=[O:4])=[CH:8][CH:9]=2)=[C:18]([CH3:19])[CH:17]=1)([C:23]1[CH:28]=[CH:27][C:26](/[CH:29]=[CH:30]/[C:31]([CH2:32][CH3:33])([OH:34])[CH2:35][CH3:36])=[C:25]([CH3:37])[CH:24]=1)[CH2:38][CH3:39])[CH3:22]. The catalyst class is: 111. Reactant: [OH-].[Na+].C[O:4][C:5](=[O:41])[CH2:6][C:7]1[CH:12]=[CH:11][C:10]([C:13]2[C:18]([CH3:19])=[CH:17][C:16]([C:20]([CH2:38][CH3:39])([C:23]3[CH:28]=[CH:27][C:26](/[CH:29]=[CH:30]/[C:31]([CH2:35][CH3:36])([OH:34])[CH2:32][CH3:33])=[C:25]([CH3:37])[CH:24]=3)[CH2:21][CH3:22])=[CH:15][C:14]=2[CH3:40])=[CH:9][CH:8]=1.[Cl-].[NH4+].